Dataset: Forward reaction prediction with 1.9M reactions from USPTO patents (1976-2016). Task: Predict the product of the given reaction. (1) Given the reactants [CH3:1][O:2][CH2:3][C:4]1[N:8]([S:9]([C:12]2[CH:18]=[CH:17][C:15]([CH3:16])=[CH:14][CH:13]=2)(=[O:11])=[O:10])[C:7]2[CH:19]=[CH:20][C:21](N)=[CH:22][C:6]=2[N:5]=1.COCC1N(S(C2C=CC(C)=CC=2)(=O)=O)C2C=CC([N+]([O-])=O)=CC=2[N:28]=1, predict the reaction product. The product is: [CH3:1][O:2][CH2:3][C:4]1[N:8]([S:9]([C:12]2[CH:13]=[CH:14][C:15]([CH3:16])=[CH:17][CH:18]=2)(=[O:11])=[O:10])[C:7]2[CH:19]=[C:20]([NH2:28])[CH:21]=[CH:22][C:6]=2[N:5]=1. (2) Given the reactants [Cl:1][C:2]1[CH:10]=[CH:9][C:8]([C:11]([F:14])([F:13])[F:12])=[CH:7][C:3]=1[C:4]([OH:6])=[O:5].[N+:15]([O-])([O-:17])=[O:16].[K+], predict the reaction product. The product is: [Cl:1][C:2]1[C:10]([N+:15]([O-:17])=[O:16])=[CH:9][C:8]([C:11]([F:12])([F:13])[F:14])=[CH:7][C:3]=1[C:4]([OH:6])=[O:5]. (3) Given the reactants [CH3:1][O:2][C:3](=[O:21])[CH:4]([S:12]([C:15]1[CH:20]=[CH:19][CH:18]=[CH:17][CH:16]=1)(=[O:14])=[O:13])[CH:5]1[CH2:10][CH2:9][CH2:8][C:7](=[O:11])[CH2:6]1.[H-].[Na+].[CH3:24]I.O, predict the reaction product. The product is: [CH3:1][O:2][C:3](=[O:21])[C:4]([S:12]([C:15]1[CH:16]=[CH:17][CH:18]=[CH:19][CH:20]=1)(=[O:13])=[O:14])([CH:5]1[CH2:10][CH2:9][CH2:8][C:7](=[O:11])[CH2:6]1)[CH3:24]. (4) Given the reactants C(C1C=CC=CC=1C#N)#C.[CH3:11][Si:12]([C:15]#[CH:16])([CH3:14])[CH3:13].[I:17][C:18]1[CH:23]=[CH:22][CH:21]=[CH:20][C:19]=1I, predict the reaction product. The product is: [CH3:11][Si:12]([CH3:14])([CH3:13])[C:15]#[C:16][C:19]1[CH:20]=[CH:21][CH:22]=[CH:23][C:18]=1[I:17]. (5) Given the reactants [C:1]([O:5][C:6](=[O:44])[NH:7][C:8]1[CH:9]=[N:10][CH:11]=[C:12]([C:14]([N:16]2[CH2:21][CH2:20][CH:19]([C:22]3[CH:27]=[CH:26][CH:25]=[C:24]([CH2:28][N:29]([C:37]([O:39][C:40]([CH3:43])([CH3:42])[CH3:41])=[O:38])[C:30]([O:32][C:33]([CH3:36])([CH3:35])[CH3:34])=[O:31])[CH:23]=3)[CH2:18][CH2:17]2)=[O:15])[CH:13]=1)([CH3:4])([CH3:3])[CH3:2].[H-].[Na+].[Br:47][C:48]1[CH:55]=[CH:54][C:51]([CH2:52]Br)=[C:50]([F:56])[CH:49]=1, predict the reaction product. The product is: [CH3:4][C:1]([O:5][C:6](=[O:44])[N:7]([CH2:52][C:51]1[CH:54]=[CH:55][C:48]([Br:47])=[CH:49][C:50]=1[F:56])[C:8]1[CH:9]=[N:10][CH:11]=[C:12]([C:14]([N:16]2[CH2:17][CH2:18][CH:19]([C:22]3[CH:27]=[CH:26][CH:25]=[C:24]([CH2:28][N:29]([C:30]([O:32][C:33]([CH3:34])([CH3:35])[CH3:36])=[O:31])[C:37]([O:39][C:40]([CH3:43])([CH3:42])[CH3:41])=[O:38])[CH:23]=3)[CH2:20][CH2:21]2)=[O:15])[CH:13]=1)([CH3:2])[CH3:3]. (6) Given the reactants [NH:1]1[CH2:6][CH2:5][CH2:4][CH2:3][CH2:2]1.C(N(CC)CC)C.[F:14][C:15]([F:26])([F:25])[C:16](O[C:16](=[O:17])[C:15]([F:26])([F:25])[F:14])=[O:17].Cl, predict the reaction product. The product is: [F:14][C:15]([F:26])([F:25])[C:16]([N:1]1[CH2:6][CH2:5][CH2:4][CH2:3][CH2:2]1)=[O:17]. (7) Given the reactants [Cl:1][C:2]1[CH:7]=[CH:6][C:5]([C:8]2[NH:20][C:11]3=[N:12][CH:13]=[CH:14][C:15]([C:16]([O:18]C)=[O:17])=[C:10]3[N:9]=2)=[CH:4][CH:3]=1.O[Li].O, predict the reaction product. The product is: [Cl:1][C:2]1[CH:7]=[CH:6][C:5]([C:8]2[NH:20][C:11]3=[N:12][CH:13]=[CH:14][C:15]([C:16]([OH:18])=[O:17])=[C:10]3[N:9]=2)=[CH:4][CH:3]=1.